From a dataset of Reaction yield outcomes from USPTO patents with 853,638 reactions. Predict the reaction yield, written as a fraction of the theoretical maximum amount of product (1.0 means a 100% yield; for example, 0.34 means a 34% yield). (1) The reactants are [F:1][C:2]1[CH:26]=[C:25]([N+:27]([O-:29])=[O:28])[CH:24]=[CH:23][C:3]=1[O:4][C:5]1[CH:10]=[CH:9][N:8]=[C:7]2[CH:11]=[C:12]([C:14]3[N:15]([CH3:22])[C:16]([C:19](O)=[O:20])=[CH:17][N:18]=3)[S:13][C:6]=12.CN(C=O)C.C(Cl)(=O)C([Cl:38])=O. The catalyst is C1COCC1. The product is [F:1][C:2]1[CH:26]=[C:25]([N+:27]([O-:29])=[O:28])[CH:24]=[CH:23][C:3]=1[O:4][C:5]1[CH:10]=[CH:9][N:8]=[C:7]2[CH:11]=[C:12]([C:14]3[N:15]([CH3:22])[C:16]([C:19]([Cl:38])=[O:20])=[CH:17][N:18]=3)[S:13][C:6]=12. The yield is 1.00. (2) The product is [CH2:22]([NH:24][C:18]([CH:16]1[CH2:17][C:14]([C:4]2[CH:5]=[CH:6][C:7]([CH2:8][N:9]3[CH2:10][CH2:11][CH2:12][CH2:13]3)=[C:2]([Cl:1])[CH:3]=2)([OH:21])[CH2:15]1)=[O:19])[CH3:23]. The catalyst is CCOC(C)=O. The reactants are [Cl:1][C:2]1[CH:3]=[C:4]([C:14]2([OH:21])[CH2:17][CH:16]([C:18](O)=[O:19])[CH2:15]2)[CH:5]=[CH:6][C:7]=1[CH2:8][N:9]1[CH2:13][CH2:12][CH2:11][CH2:10]1.[CH2:22]([NH2:24])[CH3:23].C1COCC1.C(P1(=O)OP(CCC)(=O)OP(CCC)(=O)O1)CC.[OH-].[Na+]. The yield is 0.350. (3) The reactants are [NH2:1][C:2]([C:4]1[CH:5]=[CH:6][CH:7]=[C:8]2[C:13]=1[N:12]=[CH:11][N:10]=[C:9]2[NH:14][CH2:15][C:16]1[CH:17]=[C:18]([NH:22]C(=O)OC(C)(C)C)[CH:19]=[CH:20][CH:21]=1)=[O:3].Cl.CCOCC. The catalyst is C(Cl)Cl. The product is [NH2:22][C:18]1[CH:17]=[C:16]([CH:21]=[CH:20][CH:19]=1)[CH2:15][NH:14][C:9]1[C:8]2[C:13](=[C:4]([C:2]([NH2:1])=[O:3])[CH:5]=[CH:6][CH:7]=2)[N:12]=[CH:11][N:10]=1. The yield is 0.970. (4) The reactants are N1([C:7]2[CH:17]=[CH:16][C:10]3[CH:11]=[CH:12][CH:13]=[CH:14][NH:15][C:9]=3[CH:8]=2)CCOCC1.[OH-].[Na+]. The catalyst is CO. The product is [N:15]1[CH2:14][CH:13]=[CH:12][CH:11]=[C:10]2[CH:16]=[CH:17][CH:7]=[CH:8][C:9]=12. The yield is 0.890. (5) The reactants are [NH:1]1[C:7]2[CH:8]=[CH:9][CH:10]=[CH:11][C:6]=2[CH2:5][O:4][CH2:3][C:2]1=O.[H-].[Al+3].[Li+].[H-].[H-].[H-].O.[OH-].[Na+]. The catalyst is C1COCC1. The product is [NH:1]1[C:7]2[CH:8]=[CH:9][CH:10]=[CH:11][C:6]=2[CH2:5][O:4][CH2:3][CH2:2]1. The yield is 0.480. (6) The reactants are Br[CH2:2][C:3]1[CH:8]=[CH:7][C:6]([Cl:9])=[C:5]([O:10][CH3:11])[CH:4]=1.[C-:12]#[N:13].[Na+]. The catalyst is C(O)C. The product is [Cl:9][C:6]1[CH:7]=[CH:8][C:3]([CH2:2][C:12]#[N:13])=[CH:4][C:5]=1[O:10][CH3:11]. The yield is 0.480. (7) The reactants are [CH2:1]([O:3][C:4]([C:6]1([CH2:19][CH:20]=O)[CH2:11][CH2:10][N:9]([C:12]([O:14][C:15]([CH3:18])([CH3:17])[CH3:16])=[O:13])[CH2:8][CH2:7]1)=[O:5])[CH3:2].[NH2:22][C:23]1[CH:24]=[N:25][C:26]([Cl:29])=[N:27][CH:28]=1.CC(O)=O.[BH-](OC(C)=O)(OC(C)=O)OC(C)=O.[Na+].[NH4+].[OH-]. The catalyst is ClCCCl.O. The product is [CH2:1]([O:3][C:4]([C:6]1([CH2:19][CH2:20][NH:22][C:23]2[CH:24]=[N:25][C:26]([Cl:29])=[N:27][CH:28]=2)[CH2:7][CH2:8][N:9]([C:12]([O:14][C:15]([CH3:18])([CH3:16])[CH3:17])=[O:13])[CH2:10][CH2:11]1)=[O:5])[CH3:2]. The yield is 0.420.